Dataset: TCR-epitope binding with 47,182 pairs between 192 epitopes and 23,139 TCRs. Task: Binary Classification. Given a T-cell receptor sequence (or CDR3 region) and an epitope sequence, predict whether binding occurs between them. (1) The epitope is PROT_97E67BCC. The TCR CDR3 sequence is CASSGMTSRSYEQYF. Result: 1 (the TCR binds to the epitope). (2) The epitope is QYDPVAALF. The TCR CDR3 sequence is CASCIVGGGEQYF. Result: 0 (the TCR does not bind to the epitope).